From a dataset of Catalyst prediction with 721,799 reactions and 888 catalyst types from USPTO. Predict which catalyst facilitates the given reaction. (1) Reactant: [C:1]([O:5][C@@H:6]([C:12]1[C:38]([CH3:39])=[CH:37][C:15]2[N:16]=[C:17]([C:19]3[CH:24]=[CH:23][N:22]=[C:21]([C:25]4[CH:26]=[C:27]5[C:32](=[CH:33][CH:34]=4)[N:31]=[C:30]([NH:35][CH3:36])[CH:29]=[CH:28]5)[CH:20]=3)[S:18][C:14]=2[C:13]=1[C:40]1[CH:45]=[CH:44][C:43]([Cl:46])=[CH:42][CH:41]=1)[C:7]([O:9]CC)=[O:8])([CH3:4])([CH3:3])[CH3:2].[Li+].[I-]. Product: [C:1]([O:5][C@@H:6]([C:12]1[C:38]([CH3:39])=[CH:37][C:15]2[N:16]=[C:17]([C:19]3[CH:24]=[CH:23][N:22]=[C:21]([C:25]4[CH:26]=[C:27]5[C:32](=[CH:33][CH:34]=4)[N:31]=[C:30]([NH:35][CH3:36])[CH:29]=[CH:28]5)[CH:20]=3)[S:18][C:14]=2[C:13]=1[C:40]1[CH:45]=[CH:44][C:43]([Cl:46])=[CH:42][CH:41]=1)[C:7]([OH:9])=[O:8])([CH3:4])([CH3:2])[CH3:3]. The catalyst class is: 17. (2) Reactant: [Si:1]([O:18][CH2:19][C@H:20]1[C@@H:24]([OH:25])[CH:23]=[CH:22][CH2:21]1)([C:14]([CH3:17])([CH3:16])[CH3:15])([C:8]1[CH:13]=[CH:12][CH:11]=[CH:10][CH:9]=1)[C:2]1[CH:7]=[CH:6][CH:5]=[CH:4][CH:3]=1.[Cr](O[Cr]([O-])(=O)=O)([O-])(=O)=O.[NH+]1C=CC=CC=1.[NH+]1C=CC=CC=1. Product: [Si:1]([O:18][CH2:19][C@H:20]1[C:24](=[O:25])[CH:23]=[CH:22][CH2:21]1)([C:14]([CH3:17])([CH3:15])[CH3:16])([C:8]1[CH:13]=[CH:12][CH:11]=[CH:10][CH:9]=1)[C:2]1[CH:3]=[CH:4][CH:5]=[CH:6][CH:7]=1. The catalyst class is: 2.